This data is from Experimentally validated miRNA-target interactions with 360,000+ pairs, plus equal number of negative samples. The task is: Binary Classification. Given a miRNA mature sequence and a target amino acid sequence, predict their likelihood of interaction. (1) The miRNA is mmu-miR-219a-5p with sequence UGAUUGUCCAAACGCAAUUCU. The protein sequence of the target gene is MSDIGDWFRSIPAITRYWFAATVAVPLVGKLGLISPAYLFLWPEAFLYRFQIWRPITATFYFPVGPGTGFLYLVNLYFLYQYSTRLETGAFDGRPADYLFMLLFNWICIVITGLAMDMQLLMIPLIMSVLYVWAQLNRDMIVSFWFGTRFKACYLPWVILGFNYIIGGSVINELIGNLVGHLYFFLMFRYPMDLGGRNFLSTPQFLYRWLPSRRGGVSGFGVPPASMRRAADQNGGGGRHNWGQGFRLGDQ. Result: 0 (no interaction). (2) The miRNA is mmu-miR-669n with sequence AUUUGUGUGUGGAUGUGUGU. The protein sequence of the target gene is MRSLLLFTFSACVLLARVLLAGGASSGAGDTRPGSRRRAREALAAQKIEVLVLLPRDDSYLFSLARVRPAIEYALRSVEGNGTGRKLLPPGTRFQVAYEDSDCGNRALFSLVDRVAAARGAKPDLILGPVCEYAAAPVARLASHWDLPMLSAGALAAGFQHKDTEYSHLTRVAPAYAKMGEMMLALFRHHHWSRAALVYSDDKLERNCYFTLEGVHEVFQEEGLHTSAYNFDETKDLDLDDIVRYIQGSERVVIMCASGDTIRRIMLAVHRHGMTSGDYAFFNIELFNSSSYGDGSWRRG.... Result: 1 (interaction). (3) The miRNA is hsa-miR-150-5p with sequence UCUCCCAACCCUUGUACCAGUG. The protein sequence of the target gene is MRRAALRLCALGKGQLTPGRGLTQGPQNPKKQGIFHIHEVRDKLREIVGASTNWRDHVKAMEERKLLHSFLAKSQDGLPPRRMKDSYIEVLLPLGSEPELREKYLTVQNTVRFGRILEDLDSLGVLICYMHNKIHSAKMSPLSIVTALVDKIDMCKKSLSPEQDIKFSGHVSWVGKTSMEVKMQMFQLHGDEFCPVLDATFVMVARDSENKGPAFVNPLIPESPEEEELFRQGELNKGRRIAFSSTSLLKMAPSAEERTTIHEMFLSTLDPKTISFRSRVLPSNAVWMENSKLKSLEICH.... Result: 1 (interaction). (4) The miRNA is hsa-miR-6767-5p with sequence UCGCAGACAGGGACACAUGGAGA. The protein sequence of the target gene is MERASCLLLLLLPLVHVSATTPEPCELDDEDFRCVCNFSEPQPDWSEAFQCVSAVEVEIHAGGLNLEPFLKRVDADADPRQYADTVKALRVRRLTVGAAQVPAQLLVGALRVLAYSRLKELTLEDLKITGTMPPLPLEATGLALSSLRLRNVSWATGRSWLAELQQWLKPGLKVLSIAQAHSPAFSCEQVRAFPALTSLDLSDNPGLGERGLMAALCPHKFPAIQNLALRNTGMETPTGVCAALAAAGVQPHSLDLSHNSLRATVNPSAPRCMWSSALNSLNLSFAGLEQVPKGLPAKLR.... Result: 0 (no interaction). (5) The miRNA is hsa-miR-30c-5p with sequence UGUAAACAUCCUACACUCUCAGC. The protein sequence of the target gene is MERFRLEKKLPGPDEEAVVDLGKTSSTVNTKFEKEELESHRAVYIGVHVPFSKESRRRHRHRGHKHHHRRRKDKESDKEDGRESPSYDTPSQRVQFILGTEDDDEEHIPHDLFTEMDELCYRDGEEYEWKETARWLKFEEDVEDGGDRWSKPYVATLSLHSLFELRSCILNGTVMLDMRASTLDEIADMVLDNMIASGQLDESIRENVREALLKRHHHQNEKRFTSRIPLVRSFADIGKKHSDPHLLERNGEGLSASRHSLRTGLSASNLSLRGESPLSLLLGHLLPSSRAGTPAGSRCT.... Result: 1 (interaction).